This data is from Forward reaction prediction with 1.9M reactions from USPTO patents (1976-2016). The task is: Predict the product of the given reaction. (1) Given the reactants C1(C2C=CC(CNCCC3C=CC(F)=C(C(F)(F)F)C=3)=CC=2)CC1.[Cl:25][C:26]1[CH:27]=[C:28]([CH:31]=[CH:32][C:33]=1[C:34]1([CH3:37])[CH2:36][CH2:35]1)[CH:29]=O.[Cl:38][C:39]1[CH:40]=[C:41]([CH2:46][CH2:47][NH2:48])[CH:42]=[CH:43][C:44]=1[Cl:45].[BH4-].[Na+], predict the reaction product. The product is: [Cl:25][C:26]1[CH:27]=[C:28]([CH:31]=[CH:32][C:33]=1[C:34]1([CH3:37])[CH2:36][CH2:35]1)[CH2:29][NH:48][CH2:47][CH2:46][C:41]1[CH:42]=[CH:43][C:44]([Cl:45])=[C:39]([Cl:38])[CH:40]=1. (2) Given the reactants [F:1][C:2]1[CH:10]=[C:9]2[C:5]([C:6]([C:11]3[CH:12]=[CH:13][C:14]4[S:18](=[O:20])(=[O:19])[N:17]([CH2:21][C:22](O)=[O:23])[CH:16]([CH3:25])[C:15]=4[CH:26]=3)=[CH:7][NH:8]2)=[CH:4][CH:3]=1.Cl.[CH3:28][NH:29][CH3:30].CCN(C(C)C)C(C)C.CN(C(ON1N=NC2C=CC=NC1=2)=[N+](C)C)C.F[P-](F)(F)(F)(F)F, predict the reaction product. The product is: [F:1][C:2]1[CH:10]=[C:9]2[C:5]([C:6]([C:11]3[CH:12]=[CH:13][C:14]4[S:18](=[O:20])(=[O:19])[N:17]([CH2:21][C:22]([N:29]([CH3:30])[CH3:28])=[O:23])[CH:16]([CH3:25])[C:15]=4[CH:26]=3)=[CH:7][NH:8]2)=[CH:4][CH:3]=1. (3) Given the reactants Cl[C:2]1[C:3]([NH:22][CH2:23][CH:24]=[CH2:25])=[N:4][C:5]([C:12]2[CH:17]=[CH:16][C:15]([Cl:18])=[C:14]([O:19][CH3:20])[C:13]=2[F:21])=[N:6][C:7]=1[C:8]([O:10][CH3:11])=[O:9].CC(C)([O-])C.[K+].[CH2:32]([O:34][CH2:35]Cl)[CH3:33], predict the reaction product. The product is: [Cl:18][C:15]1[CH:16]=[CH:17][C:12]([C:5]2[N:6]=[C:7]([C:8]([O:10][CH3:11])=[O:9])[C:2]3[C:24]([CH3:25])=[CH:23][N:22]([CH2:35][O:34][CH2:32][CH3:33])[C:3]=3[N:4]=2)=[C:13]([F:21])[C:14]=1[O:19][CH3:20]. (4) The product is: [F:40][CH:36]([F:41])[O:23][C:18]1[CH:17]=[C:16]([C:11]2[N:12]=[C:13]([CH3:15])[N:14]=[C:9]([N:8]([CH2:7][C:6]3[CH:5]=[CH:4][C:3]([O:2][CH3:1])=[CH:34][CH:33]=3)[CH2:24][C:25]3[CH:26]=[CH:27][C:28]([O:31][CH3:32])=[CH:29][CH:30]=3)[N:10]=2)[C:21]([F:22])=[N:20][CH:19]=1. Given the reactants [CH3:1][O:2][C:3]1[CH:34]=[CH:33][C:6]([CH2:7][N:8]([CH2:24][C:25]2[CH:30]=[CH:29][C:28]([O:31][CH3:32])=[CH:27][CH:26]=2)[C:9]2[N:14]=[C:13]([CH3:15])[N:12]=[C:11]([C:16]3[CH:17]=[C:18]([OH:23])[CH:19]=[N:20][C:21]=3[F:22])[N:10]=2)=[CH:5][CH:4]=1.Cl[C:36]([F:41])([F:40])C([O-])=O.[Na+].C(=O)([O-])[O-].[Cs+].[Cs+], predict the reaction product. (5) Given the reactants C[O:2][C:3](=[O:22])[CH:4]([C:14]1[CH:19]=[C:18]([Cl:20])[CH:17]=[C:16]([Cl:21])[CH:15]=1)[CH2:5][C:6]1[CH:11]=[CH:10][CH:9]=[C:8]([O:12][CH3:13])[CH:7]=1.[Li+].[OH-].O.Cl, predict the reaction product. The product is: [Cl:20][C:18]1[CH:19]=[C:14]([CH:4]([CH2:5][C:6]2[CH:11]=[CH:10][CH:9]=[C:8]([O:12][CH3:13])[CH:7]=2)[C:3]([OH:22])=[O:2])[CH:15]=[C:16]([Cl:21])[CH:17]=1. (6) Given the reactants C([N:8]1[C:17]2[C:12](=[CH:13][CH:14]=[CH:15][CH:16]=2)[CH:11]([N:18]([C:22]2[CH:27]=[CH:26][CH:25]=[CH:24][CH:23]=2)[C:19](=[O:21])[CH3:20])[CH2:10][CH:9]1[CH3:28])C1C=CC=CC=1.C([O-])=O.[NH4+], predict the reaction product. The product is: [CH3:28][CH:9]1[CH2:10][CH:11]([N:18]([C:22]2[CH:27]=[CH:26][CH:25]=[CH:24][CH:23]=2)[C:19](=[O:21])[CH3:20])[C:12]2[C:17](=[CH:16][CH:15]=[CH:14][CH:13]=2)[NH:8]1. (7) Given the reactants [S:1]1[CH:5]=[CH:4][CH:3]=[C:2]1[CH:6]=O.[CH3:8][O:9][CH2:10][CH2:11][NH2:12].[C:13]1(=[O:24])[O:19][C:17](=O)[C:16]2=[CH:20][CH:21]=[CH:22][CH:23]=[C:15]2[CH2:14]1.[CH3:25][N:26]1[C:34]2[C:29](=[CH:30][C:31]([NH2:35])=[CH:32][CH:33]=2)[CH:28]=[CH:27]1, predict the reaction product. The product is: [CH3:8][O:9][CH2:10][CH2:11][N:12]1[CH:6]([C:2]2[S:1][CH:5]=[CH:4][CH:3]=2)[CH:14]([C:13]([NH:35][C:31]2[CH:30]=[C:29]3[C:34](=[CH:33][CH:32]=2)[N:26]([CH3:25])[CH:27]=[CH:28]3)=[O:24])[C:15]2[C:16](=[CH:20][CH:21]=[CH:22][CH:23]=2)[C:17]1=[O:19]. (8) Given the reactants [N:1]1[C:10]2[C:5](=[CH:6][CH:7]=[CH:8][CH:9]=2)[CH:4]=[C:3]([C:11]([OH:13])=O)[CH:2]=1.Cl.[CH3:15][NH:16][O:17][CH3:18].C(N(CC)CC)C.F[P-](F)(F)(F)(F)F.Br[P+](N1CCCC1)(N1CCCC1)N1CCCC1, predict the reaction product. The product is: [CH3:18][O:17][N:16]([CH3:15])[C:11]([C:3]1[CH:2]=[N:1][C:10]2[C:5]([CH:4]=1)=[CH:6][CH:7]=[CH:8][CH:9]=2)=[O:13].